This data is from Peptide-MHC class I binding affinity with 185,985 pairs from IEDB/IMGT. The task is: Regression. Given a peptide amino acid sequence and an MHC pseudo amino acid sequence, predict their binding affinity value. This is MHC class I binding data. (1) The peptide sequence is RDLVISDSS. The MHC is HLA-B44:03 with pseudo-sequence HLA-B44:03. The binding affinity (normalized) is 0.0308. (2) The peptide sequence is IIYERDFSY. The MHC is HLA-A26:02 with pseudo-sequence HLA-A26:02. The binding affinity (normalized) is 0.642. (3) The peptide sequence is FSKKKVCFV. The MHC is HLA-B15:01 with pseudo-sequence HLA-B15:01. The binding affinity (normalized) is 0.304. (4) The peptide sequence is YSTVRDLFL. The MHC is HLA-C15:02 with pseudo-sequence HLA-C15:02. The binding affinity (normalized) is 0.898.